The task is: Predict the product of the given reaction.. This data is from Forward reaction prediction with 1.9M reactions from USPTO patents (1976-2016). (1) Given the reactants [C:1]([C:5]1C=C(C2C=CC=C(C3N=C(C=O)C4C(C=3)=C[C:23]([O:27]C)=[C:22](OC)C=4)C=2)[CH:8]=[CH:9][CH:10]=1)(C)(C)[CH3:2].[BH4-].[Na+].C[C:36]([CH3:38])=[O:37], predict the reaction product. The product is: [CH3:22][CH2:23][O:27][C:36]([CH3:38])=[O:37].[CH3:2][CH2:1][CH2:5][CH2:10][CH2:9][CH3:8]. (2) Given the reactants [F:1][C:2]1[CH:7]=[CH:6][C:5]([N:8]2[C:16]3[C:11](=[CH:12][C:13]([C:17]([N:19]4[CH2:22][CH:21]([N:23]5[CH2:28][CH2:27][N:26]([C:29]([C:31]6[S:32][CH:33]=[CH:34][N:35]=6)=[O:30])[CH2:25][CH2:24]5)[CH2:20]4)=[O:18])=[CH:14][CH:15]=3)[CH:10]=[CH:9]2)=[CH:4][CH:3]=1.C1C(=O)N([Cl:43])C(=O)C1, predict the reaction product. The product is: [Cl:43][C:10]1[C:11]2[C:16](=[CH:15][CH:14]=[C:13]([C:17]([N:19]3[CH2:20][CH:21]([N:23]4[CH2:28][CH2:27][N:26]([C:29]([C:31]5[S:32][CH:33]=[CH:34][N:35]=5)=[O:30])[CH2:25][CH2:24]4)[CH2:22]3)=[O:18])[CH:12]=2)[N:8]([C:5]2[CH:6]=[CH:7][C:2]([F:1])=[CH:3][CH:4]=2)[CH:9]=1. (3) The product is: [C@H:18]1([NH:27][C:28]2[CH:37]=[CH:36][C:35]3[C:30](=[CH:31][CH:32]=[C:33]([NH:38][C:1]([NH:17][CH2:16][CH2:15][O:14][CH3:13])=[O:12])[CH:34]=3)[N:29]=2)[C:26]2[C:21](=[CH:22][CH:23]=[CH:24][CH:25]=2)[CH2:20][CH2:19]1. Given the reactants [C:1](=[O:12])(OC(Cl)(Cl)Cl)OC(Cl)(Cl)Cl.[CH3:13][O:14][CH2:15][CH2:16][NH2:17].[C@H:18]1([NH:27][C:28]2[CH:37]=[CH:36][C:35]3[C:30](=[CH:31][CH:32]=[C:33]([NH2:38])[CH:34]=3)[N:29]=2)[C:26]2[C:21](=[CH:22][CH:23]=[CH:24][CH:25]=2)[CH2:20][CH2:19]1, predict the reaction product. (4) Given the reactants [C:1]([NH:4][CH2:5][CH2:6][C:7]1[C:11]2[CH:12]=[C:13]([C:16]([OH:18])=O)[CH:14]=[CH:15][C:10]=2[O:9][CH:8]=1)(=[O:3])[CH3:2].S(Cl)([Cl:21])=O, predict the reaction product. The product is: [C:1]([NH:4][CH2:5][CH2:6][C:7]1[C:11]2[CH:12]=[C:13]([C:16]([Cl:21])=[O:18])[CH:14]=[CH:15][C:10]=2[O:9][CH:8]=1)(=[O:3])[CH3:2]. (5) Given the reactants [NH2:1][C:2]1[CH:3]=[C:4]([N:9]2[C@@H:13]([C:14]3[CH:19]=[CH:18][CH:17]=[CH:16][CH:15]=3)[CH2:12][O:11][C:10]2=[O:20])[CH:5]=[CH:6][C:7]=1[NH2:8].[CH:21](O)=O.N, predict the reaction product. The product is: [NH:1]1[C:2]2[CH:3]=[C:4]([N:9]3[C@@H:13]([C:14]4[CH:19]=[CH:18][CH:17]=[CH:16][CH:15]=4)[CH2:12][O:11][C:10]3=[O:20])[CH:5]=[CH:6][C:7]=2[N:8]=[CH:21]1. (6) Given the reactants [S:1]1[C:9]2[CH:8]=[CH:7][N:6]=[CH:5][C:4]=2[N:3]=[C:2]1[C:10](OCC)=[O:11].[BH4-].[Na+], predict the reaction product. The product is: [S:1]1[C:9]2[CH:8]=[CH:7][N:6]=[CH:5][C:4]=2[N:3]=[C:2]1[CH2:10][OH:11]. (7) Given the reactants Cl.[NH2:2][C:3]1[N:11]=[CH:10][N:9]=[C:8]2[C:4]=1[N:5]=[CH:6][N:7]2[C:12]1[CH:17]=[CH:16][C:15]([NH:18][C:19]([NH:21][C:22]2[CH:27]=[CH:26][C:25]([Cl:28])=[C:24]([C:29]([F:32])([F:31])[F:30])[CH:23]=2)=[O:20])=[CH:14][CH:13]=1.[CH3:33][O:34][CH2:35][CH2:36][O:37][CH2:38][CH2:39][O:40][CH2:41][C:42](Cl)=[O:43], predict the reaction product. The product is: [Cl:28][C:25]1[CH:26]=[CH:27][C:22]([NH:21][C:19](=[O:20])[NH:18][C:15]2[CH:14]=[CH:13][C:12]([N:7]3[CH:6]=[N:5][C:4]4[C:8]3=[N:9][CH:10]=[N:11][C:3]=4[NH:2][C:42](=[O:43])[CH2:41][O:40][CH2:39][CH2:38][O:37][CH2:36][CH2:35][O:34][CH3:33])=[CH:17][CH:16]=2)=[CH:23][C:24]=1[C:29]([F:31])([F:32])[F:30].